Dataset: Full USPTO retrosynthesis dataset with 1.9M reactions from patents (1976-2016). Task: Predict the reactants needed to synthesize the given product. (1) Given the product [Cl:15][C:16]1[CH:24]=[C:23]([S:25]([CH2:28][CH2:29][OH:30])(=[O:26])=[O:27])[CH:22]=[CH:21][C:17]=1[C:18]([NH:6][C:5]1[CH:7]=[CH:8][C:2]([Cl:1])=[C:3]([C:9]2[CH:14]=[CH:13][CH:12]=[CH:11][N:10]=2)[CH:4]=1)=[O:19], predict the reactants needed to synthesize it. The reactants are: [Cl:1][C:2]1[CH:8]=[CH:7][C:5]([NH2:6])=[CH:4][C:3]=1[C:9]1[CH:14]=[CH:13][CH:12]=[CH:11][N:10]=1.[Cl:15][C:16]1[CH:24]=[C:23]([S:25]([CH2:28][CH2:29][OH:30])(=[O:27])=[O:26])[CH:22]=[CH:21][C:17]=1[C:18](O)=[O:19]. (2) Given the product [NH2:1][C:2]1[C:7]([C:22]2[CH:21]=[C:20]3[C:25](=[CH:24][CH:23]=2)[N:17]([CH3:16])[N:18]=[CH:19]3)=[CH:6][C:5]([CH2:9][CH2:10][C:11]([O:13][CH3:14])=[O:12])=[C:4]([CH3:15])[CH:3]=1, predict the reactants needed to synthesize it. The reactants are: [NH2:1][C:2]1[C:7](Br)=[CH:6][C:5]([CH2:9][CH2:10][C:11]([O:13][CH3:14])=[O:12])=[C:4]([CH3:15])[CH:3]=1.[CH3:16][N:17]1[C:25]2[C:20](=[CH:21][C:22](B(O)O)=[CH:23][CH:24]=2)[CH:19]=[N:18]1.C(=O)([O-])[O-].[Cs+].[Cs+].C(Cl)Cl. (3) The reactants are: [CH3:1][S:2][C:3]1[CH:8]=[CH:7][C:6]([CH:9]=[CH:10][C:11]([OH:13])=O)=[CH:5][CH:4]=1.C(Cl)(=O)C(Cl)=O.[NH3:20]. Given the product [CH3:1][S:2][C:3]1[CH:8]=[CH:7][C:6]([CH:9]=[CH:10][C:11]([NH2:20])=[O:13])=[CH:5][CH:4]=1, predict the reactants needed to synthesize it.